This data is from Forward reaction prediction with 1.9M reactions from USPTO patents (1976-2016). The task is: Predict the product of the given reaction. (1) Given the reactants C(OC(=O)[NH:7][CH:8]([C:15](=[O:38])[NH:16][C:17]1[C:18]([C:22]2[N:26]([CH3:27])[C:25]3[CH:28]=[CH:29][C:30]([N:32]4[CH2:37][CH2:36][O:35][CH2:34][CH2:33]4)=[CH:31][C:24]=3[N:23]=2)=[N:19][NH:20][CH:21]=1)[C:9]1[CH:14]=[CH:13][CH:12]=[CH:11][CH:10]=1)(C)(C)C.CO, predict the reaction product. The product is: [NH2:7][CH:8]([C:9]1[CH:14]=[CH:13][CH:12]=[CH:11][CH:10]=1)[C:15]([NH:16][C:17]1[C:18]([C:22]2[N:26]([CH3:27])[C:25]3[CH:28]=[CH:29][C:30]([N:32]4[CH2:37][CH2:36][O:35][CH2:34][CH2:33]4)=[CH:31][C:24]=3[N:23]=2)=[N:19][NH:20][CH:21]=1)=[O:38]. (2) Given the reactants [Cl:1][C:2]1[CH:7]=[CH:6][CH:5]=[CH:4][C:3]=1[C:8]1[C:9]2[CH:19]=[CH:18][C:17](=[O:20])[N:16]([CH:21]([CH2:24][CH3:25])[CH2:22][CH3:23])[C:10]=2[N:11]=[C:12](SC)[N:13]=1.[CH3:26][N:27]1[CH2:32][CH2:31][CH:30]([NH2:33])[CH2:29][CH2:28]1, predict the reaction product. The product is: [Cl:1][C:2]1[CH:7]=[CH:6][CH:5]=[CH:4][C:3]=1[C:8]1[C:9]2[CH:19]=[CH:18][C:17](=[O:20])[N:16]([CH:21]([CH2:24][CH3:25])[CH2:22][CH3:23])[C:10]=2[N:11]=[C:12]([NH:33][CH:30]2[CH2:31][CH2:32][N:27]([CH3:26])[CH2:28][CH2:29]2)[N:13]=1. (3) Given the reactants [I-].[Na+].Cl[Si](C)(C)C.O[CH:9]([C:21]1[O:22][C:23]([C:26]2[CH:31]=[CH:30][CH:29]=[C:28]([C:32]([F:35])([F:34])[F:33])[CH:27]=2)=[CH:24][CH:25]=1)[C:10]1[CH:20]=[CH:19][C:13]([C:14]([O:16][CH2:17][CH3:18])=[O:15])=[CH:12][CH:11]=1.O, predict the reaction product. The product is: [F:34][C:32]([F:33])([F:35])[C:28]1[CH:27]=[C:26]([C:23]2[O:22][C:21]([CH2:9][C:10]3[CH:20]=[CH:19][C:13]([C:14]([O:16][CH2:17][CH3:18])=[O:15])=[CH:12][CH:11]=3)=[CH:25][CH:24]=2)[CH:31]=[CH:30][CH:29]=1. (4) Given the reactants [NH2:1][C:2]1[CH:3]=[C:4]([C:8]2[S:12][C:11]([C:13]3[CH:14]=[C:15]4[C:19](=[CH:20][CH:21]=3)[C:18](=[O:22])[N:17]([CH3:23])[CH2:16]4)=[CH:10][CH:9]=2)[CH:5]=[N:6][CH:7]=1.[N:24]1[CH:29]=[CH:28][CH:27]=[CH:26][C:25]=1[S:30](Cl)(=[O:32])=[O:31], predict the reaction product. The product is: [CH3:23][N:17]1[CH2:16][C:15]2[C:19](=[CH:20][CH:21]=[C:13]([C:11]3[S:12][C:8]([C:4]4[CH:3]=[C:2]([NH:1][S:30]([C:25]5[CH:26]=[CH:27][CH:28]=[CH:29][N:24]=5)(=[O:32])=[O:31])[CH:7]=[N:6][CH:5]=4)=[CH:9][CH:10]=3)[CH:14]=2)[C:18]1=[O:22]. (5) The product is: [CH3:32][O:31][C:23]1[CH:24]=[C:25]([CH:29]=[CH:30][C:22]=1[NH:21][C:2]1[N:3]=[CH:4][C:5]2[N:11]([CH3:12])[C:10](=[O:13])[CH2:9][CH2:8][N:7]([CH:14]3[CH2:18][CH2:17][CH:16]([CH3:19])[CH2:15]3)[C:6]=2[N:20]=1)[C:26]([OH:28])=[O:27]. Given the reactants Cl[C:2]1[N:3]=[CH:4][C:5]2[N:11]([CH3:12])[C:10](=[O:13])[CH2:9][CH2:8][N:7]([CH:14]3[CH2:18][CH2:17][CH:16]([CH3:19])[CH2:15]3)[C:6]=2[N:20]=1.[NH2:21][C:22]1[CH:30]=[CH:29][C:25]([C:26]([OH:28])=[O:27])=[CH:24][C:23]=1[O:31][CH3:32].C(O)C, predict the reaction product. (6) The product is: [Cl:24][C:4]1[C:5]2[N:10]([CH3:11])[CH:9]=[C:8]([C:12]3[C:17]([CH3:18])=[CH:16][C:15]([CH3:19])=[CH:14][C:13]=3[CH3:20])[C:6]=2[N:7]=[C:2]([CH3:1])[N:3]=1. Given the reactants [CH3:1][C:2]1[N:3]=[C:4](O)[C:5]2[N:10]([CH3:11])[CH:9]=[C:8]([C:12]3[C:17]([CH3:18])=[CH:16][C:15]([CH3:19])=[CH:14][C:13]=3[CH3:20])[C:6]=2[N:7]=1.O=P(Cl)(Cl)[Cl:24], predict the reaction product. (7) The product is: [Cl:1][C:2]1[CH:3]=[C:4]([S:8]([NH:11][C:12]2[CH:17]=[C:16]([CH3:18])[N:15]=[C:14]3[S:19][C:20]([C:30]([O:32][CH3:38])=[O:31])=[C:21]([C:22]4[CH:27]=[CH:26][CH:25]=[C:24]([O:28][CH3:29])[CH:23]=4)[C:13]=23)(=[O:9])=[O:10])[CH:5]=[CH:6][CH:7]=1. Given the reactants [Cl:1][C:2]1[CH:3]=[C:4]([S:8]([NH:11][C:12]2[CH:17]=[C:16]([CH3:18])[N:15]=[C:14]3[S:19][C:20]([C:30]([OH:32])=[O:31])=[C:21]([C:22]4[CH:27]=[CH:26][CH:25]=[C:24]([O:28][CH3:29])[CH:23]=4)[C:13]=23)(=[O:10])=[O:9])[CH:5]=[CH:6][CH:7]=1.S(=O)(=O)(O)O.[CH3:38]O, predict the reaction product.